This data is from Reaction yield outcomes from USPTO patents with 853,638 reactions. The task is: Predict the reaction yield, written as a fraction of the theoretical maximum amount of product (1.0 means a 100% yield; for example, 0.34 means a 34% yield). (1) The product is [C:31]([O:35][C:36](=[O:50])[NH:37][CH2:38][CH2:39][C:40]1[CH:45]=[CH:44][CH:43]=[C:42]([CH2:46][C@H:47]([NH:49][CH2:21][C@@H:20]([C:12]2[CH:11]=[CH:10][C:9]([O:8][CH2:1][C:2]3[CH:7]=[CH:6][CH:5]=[CH:4][CH:3]=3)=[C:18]3[C:13]=2[CH:14]=[CH:15][C:16](=[O:19])[NH:17]3)[O:23][Si:24]([C:27]([CH3:30])([CH3:29])[CH3:28])([CH3:26])[CH3:25])[CH3:48])[CH:41]=1)([CH3:32])([CH3:33])[CH3:34]. The yield is 0.630. The reactants are [CH2:1]([O:8][C:9]1[CH:10]=[CH:11][C:12]([C@@H:20]([O:23][Si:24]([C:27]([CH3:30])([CH3:29])[CH3:28])([CH3:26])[CH3:25])[CH2:21]Br)=[C:13]2[C:18]=1[NH:17][C:16](=[O:19])[CH:15]=[CH:14]2)[C:2]1[CH:7]=[CH:6][CH:5]=[CH:4][CH:3]=1.[C:31]([O:35][C:36](=[O:50])[NH:37][CH2:38][CH2:39][C:40]1[CH:45]=[CH:44][CH:43]=[C:42]([CH2:46][C@H:47]([NH2:49])[CH3:48])[CH:41]=1)([CH3:34])([CH3:33])[CH3:32].C(N(CC)CC)C.C(=O)(O)[O-].[Na+]. The catalyst is CN(C=O)C. (2) The reactants are [OH:1][C:2]1[CH:27]=[CH:26][C:5]2[C:6](=[O:25])/[C:7](=[CH:9]/[C:10]3[C:18]4[C:13](=[N:14][C:15]([C:19]5[CH:24]=[CH:23][CH:22]=[CH:21][CH:20]=5)=[CH:16][CH:17]=4)[NH:12][CH:11]=3)/[O:8][C:4]=2[C:3]=1[CH2:28][N:29]1[CH2:34][CH2:33][N:32](C(OC(C)(C)C)=O)[CH2:31][CH2:30]1.[ClH:42]. The catalyst is C(Cl)Cl.O1CCOCC1. The product is [ClH:42].[ClH:42].[ClH:42].[OH:1][C:2]1[CH:27]=[CH:26][C:5]2[C:6](=[O:25])/[C:7](=[CH:9]/[C:10]3[C:18]4[C:13](=[N:14][C:15]([C:19]5[CH:20]=[CH:21][CH:22]=[CH:23][CH:24]=5)=[CH:16][CH:17]=4)[NH:12][CH:11]=3)/[O:8][C:4]=2[C:3]=1[CH2:28][N:29]1[CH2:30][CH2:31][NH:32][CH2:33][CH2:34]1. The yield is 0.740. (3) The reactants are [NH:1]1[C:9]2[C:4](=[CH:5][CH:6]=[CH:7][CH:8]=2)[C:3]2([C:13]3=[CH:14][C:15]4[O:19][CH2:18][O:17][C:16]=4[CH:20]=[C:12]3[O:11][CH2:10]2)[C:2]1=[O:21].C(=O)([O-])[O-].[Cs+].[Cs+].[Cl:28][C:29]1[S:33][N:32]=[C:31]([CH2:34]Cl)[N:30]=1. The catalyst is CC(C)=O.CC(=O)CC. The product is [Cl:28][C:29]1[S:33][N:32]=[C:31]([CH2:34][N:1]2[C:9]3[C:4](=[CH:5][CH:6]=[CH:7][CH:8]=3)[C:3]3([C:13]4=[CH:14][C:15]5[O:19][CH2:18][O:17][C:16]=5[CH:20]=[C:12]4[O:11][CH2:10]3)[C:2]2=[O:21])[N:30]=1. The yield is 0.220. (4) The reactants are [NH2:1][C:2]1[C:7]([CH:8]=[O:9])=[C:6](Cl)[N:5]=[CH:4][N:3]=1.[C:11]([O:15][C:16]([N:18]1[CH2:23][CH2:22][NH:21][CH2:20][CH2:19]1)=[O:17])([CH3:14])([CH3:13])[CH3:12].CCN(C(C)C)C(C)C. The catalyst is CC#N. The product is [C:11]([O:15][C:16]([N:18]1[CH2:23][CH2:22][N:21]([C:6]2[C:7]([CH:8]=[O:9])=[C:2]([NH2:1])[N:3]=[CH:4][N:5]=2)[CH2:20][CH2:19]1)=[O:17])([CH3:14])([CH3:12])[CH3:13]. The yield is 0.936. (5) The reactants are [OH:1][C:2]1([CH2:17][CH:18]=O)[CH2:6][CH2:5][CH2:4][CH:3]1[C:7]([O:9][CH2:10][C:11]1[CH:16]=[CH:15][CH:14]=[CH:13][CH:12]=1)=[O:8].[C:20](=[O:27])([O:22][C:23]([CH3:26])([CH3:25])[CH3:24])[NH2:21].C([SiH](CC)CC)C.FC(F)(F)C(O)=O. The yield is 0.421. The product is [C:23]([O:22][C:20]([NH:21][CH2:18][CH2:17][C:2]1([OH:1])[CH2:6][CH2:5][CH2:4][CH:3]1[C:7]([O:9][CH2:10][C:11]1[CH:12]=[CH:13][CH:14]=[CH:15][CH:16]=1)=[O:8])=[O:27])([CH3:26])([CH3:25])[CH3:24]. The catalyst is C(#N)C. (6) The catalyst is [OH-].[Na+].CO. The yield is 0.900. The product is [C:1]([NH:24][C:25]1[CH:26]=[CH:27][C:28]([OH:35])=[C:29]([CH:34]=1)[C:30]([OH:32])=[O:31])(=[O:23])[CH2:2][CH2:3][CH:4]=[CH:5][CH2:6][CH:7]=[CH:8][CH2:9][CH:10]=[CH:11][CH2:12][CH:13]=[CH:14][CH2:15][CH:16]=[CH:17][CH2:18][CH:19]=[CH:20][CH2:21][CH3:22]. The reactants are [C:1]([NH:24][C:25]1[CH:26]=[CH:27][C:28]([OH:35])=[C:29]([CH:34]=1)[C:30]([O:32]C)=[O:31])(=[O:23])[CH2:2][CH2:3][CH:4]=[CH:5][CH2:6][CH:7]=[CH:8][CH2:9][CH:10]=[CH:11][CH2:12][CH:13]=[CH:14][CH2:15][CH:16]=[CH:17][CH2:18][CH:19]=[CH:20][CH2:21][CH3:22].Cl.